Dataset: Reaction yield outcomes from USPTO patents with 853,638 reactions. Task: Predict the reaction yield, written as a fraction of the theoretical maximum amount of product (1.0 means a 100% yield; for example, 0.34 means a 34% yield). (1) The reactants are [OH:1]/[N:2]=[C:3](/[C@@H:5]1[C@:21]2([CH3:22])[C@H:8]([C@H:9]3[C@H:18]([CH2:19][CH2:20]2)[C@:17]2([CH3:23])[C:12](=[CH:13][C:14](=[O:24])[CH2:15][CH2:16]2)[CH2:11][CH2:10]3)[CH2:7][CH2:6]1)\[CH3:4].[Na+].[C:26]([O-])(=[O:34])[CH:27]([CH2:31][CH2:32][CH3:33])[CH2:28][CH2:29][CH3:30].C(N(CC)C(C)C)(C)C.CCN=C=NCCCN(C)C. The catalyst is CN(C1C=CN=CC=1)C.ClCCl. The product is [CH3:23][C@:17]12[CH2:16][CH2:15][C:14](=[O:24])[CH:13]=[C:12]1[CH2:11][CH2:10][C@@H:9]1[C@@H:18]2[CH2:19][CH2:20][C@@:21]2([CH3:22])[C@H:8]1[CH2:7][CH2:6][C@@H:5]2/[C:3](=[N:2]/[O:1][C:26](=[O:34])[CH:27]([CH2:31][CH2:32][CH3:33])[CH2:28][CH2:29][CH3:30])/[CH3:4]. The yield is 0.790. (2) The reactants are [O:1]([C:8]1[CH:13]=[CH:12][C:11]([OH:14])=[CH:10][CH:9]=1)[C:2]1[CH:7]=[CH:6][CH:5]=[CH:4][CH:3]=1.[H-].[Na+].[C:17]([O:21][C:22]([N:24]1[CH2:28][CH2:27][CH2:26][C@@H:25]1[CH2:29]OS(C1C=CC(C)=CC=1)(=O)=O)=[O:23])([CH3:20])([CH3:19])[CH3:18]. The catalyst is CN(C=O)C. The product is [C:17]([O:21][C:22]([N:24]1[CH2:28][CH2:27][CH2:26][C@@H:25]1[CH2:29][O:14][C:11]1[CH:10]=[CH:9][C:8]([O:1][C:2]2[CH:7]=[CH:6][CH:5]=[CH:4][CH:3]=2)=[CH:13][CH:12]=1)=[O:23])([CH3:20])([CH3:18])[CH3:19]. The yield is 0.640. (3) The reactants are [NH:1]1[CH2:6][CH2:5][CH:4]([CH2:7][C:8]2[CH:13]=[CH:12][C:11]([CH2:14][C:15]([OH:17])=[O:16])=[CH:10][CH:9]=2)[CH2:3][CH2:2]1.C[Si]([N-][Si](C)(C)C)(C)C.[Na+].Cl[C:29]([O:31][C:32]1[CH:37]=[CH:36][C:35]([O:38][C:39]2[CH:44]=[CH:43][C:42]([C:45]([F:48])([F:47])[F:46])=[CH:41][N:40]=2)=[CH:34][CH:33]=1)=[O:30]. The yield is 0.440. The product is [F:47][C:45]([F:46])([F:48])[C:42]1[CH:43]=[CH:44][C:39]([O:38][C:35]2[CH:36]=[CH:37][C:32]([O:31][C:29]([N:1]3[CH2:6][CH2:5][CH:4]([CH2:7][C:8]4[CH:13]=[CH:12][C:11]([CH2:14][C:15]([OH:17])=[O:16])=[CH:10][CH:9]=4)[CH2:3][CH2:2]3)=[O:30])=[CH:33][CH:34]=2)=[N:40][CH:41]=1. The catalyst is ClCCl. (4) The reactants are [CH3:1][O:2][C:3](=[O:29])[CH:4]([CH2:24][CH:25]=[CH:26][CH2:27]Br)[CH2:5][C:6]([CH3:23])=[CH:7][CH2:8][C:9]1[C:10]([OH:22])=[C:11]2[C:15](=[C:16]([CH3:20])[C:17]=1[O:18][CH3:19])[CH2:14][O:13][C:12]2=[O:21].[CH2:30]([O:32][P:33]([O:37]CC)[O:34][CH2:35][CH3:36])[CH3:31]. The catalyst is C1(C)C=CC=CC=1. The product is [CH3:1][O:2][C:3](=[O:29])[CH:4]([CH2:24][CH:25]=[CH:26][CH2:27][P:33]([O:34][CH2:35][CH3:36])([O:32][CH2:30][CH3:31])=[O:37])[CH2:5][C:6]([CH3:23])=[CH:7][CH2:8][C:9]1[C:10]([OH:22])=[C:11]2[C:15](=[C:16]([CH3:20])[C:17]=1[O:18][CH3:19])[CH2:14][O:13][C:12]2=[O:21]. The yield is 0.430. (5) The reactants are [N:1]([CH2:4][C@@H:5]([NH:13][C:14](=[O:20])[O:15][C:16]([CH3:19])([CH3:18])[CH3:17])[CH2:6][CH:7]1[CH2:12][CH2:11][CH2:10][CH2:9][CH2:8]1)=[N+]=[N-]. The catalyst is CO.[Pd]. The product is [NH2:1][CH2:4][C@@H:5]([NH:13][C:14](=[O:20])[O:15][C:16]([CH3:18])([CH3:17])[CH3:19])[CH2:6][CH:7]1[CH2:12][CH2:11][CH2:10][CH2:9][CH2:8]1. The yield is 0.860. (6) The reactants are [CH3:1][O:2][C:3]1[CH:4]=[C:5]([NH2:26])[CH:6]=[CH:7][C:8]=1[C:9]1[O:10][C:11]([C:14]2[C:15]([C:20]3[CH:25]=[CH:24][CH:23]=[CH:22][CH:21]=3)=[N:16][O:17][C:18]=2[CH3:19])=[N:12][N:13]=1.C(NC(C)C)(C)C.[C:34](Cl)(=[O:37])[CH2:35][CH3:36]. The yield is 0.890. The catalyst is O1CCCC1.CN(C)C1C=CN=CC=1. The product is [CH3:1][O:2][C:3]1[CH:4]=[C:5]([NH:26][C:34](=[O:37])[CH2:35][CH3:36])[CH:6]=[CH:7][C:8]=1[C:9]1[O:10][C:11]([C:14]2[C:15]([C:20]3[CH:21]=[CH:22][CH:23]=[CH:24][CH:25]=3)=[N:16][O:17][C:18]=2[CH3:19])=[N:12][N:13]=1.